This data is from Reaction yield outcomes from USPTO patents with 853,638 reactions. The task is: Predict the reaction yield, written as a fraction of the theoretical maximum amount of product (1.0 means a 100% yield; for example, 0.34 means a 34% yield). (1) The product is [F:24][C:25]1[CH:26]=[C:27]([CH:31]=[CH:32][C:33]=1[F:34])[C:28]([NH:17][C:14]1[CH:15]=[CH:16][C:11]([O:10][CH2:9][CH2:8][N:3]2[CH2:4][CH2:5][CH2:6][CH2:7][CH:2]2[CH3:1])=[C:12]([C:18]2[N:19]([CH3:23])[N:20]=[CH:21][CH:22]=2)[CH:13]=1)=[O:29]. The reactants are [CH3:1][CH:2]1[CH2:7][CH2:6][CH2:5][CH2:4][N:3]1[CH2:8][CH2:9][O:10][C:11]1[CH:16]=[CH:15][C:14]([NH2:17])=[CH:13][C:12]=1[C:18]1[N:19]([CH3:23])[N:20]=[CH:21][CH:22]=1.[F:24][C:25]1[CH:26]=[C:27]([CH:31]=[CH:32][C:33]=1[F:34])[C:28](Cl)=[O:29].C(N(CC)CC)C. The catalyst is C(Cl)Cl. The yield is 0.882. (2) The reactants are [C:1]([C:5]1[CH:6]=[C:7]2[C:12](=[C:13]([F:15])[CH:14]=1)[C:11](=[O:16])[N:10]([C:17]1[CH:18]=[N:19][CH:20]=[C:21]([C:25]3[CH:30]=[C:29]([NH:31][C:32]4[CH:37]=[CH:36][C:35]([N:38]5[CH2:43][CH2:42][N:41]([CH:44]6[CH2:47][O:46][CH2:45]6)[CH2:40][C@@H:39]5[CH3:48])=[CH:34][N:33]=4)[C:28](=[O:49])[N:27]([CH3:50])[CH:26]=3)[C:22]=1[CH:23]=[O:24])[N:9]=[CH:8]2)([CH3:4])([CH3:3])[CH3:2].[BH4-].[Na+]. The catalyst is CO. The product is [C:1]([C:5]1[CH:6]=[C:7]2[C:12](=[C:13]([F:15])[CH:14]=1)[C:11](=[O:16])[N:10]([C:17]1[CH:18]=[N:19][CH:20]=[C:21]([C:25]3[CH:30]=[C:29]([NH:31][C:32]4[CH:37]=[CH:36][C:35]([N:38]5[CH2:43][CH2:42][N:41]([CH:44]6[CH2:47][O:46][CH2:45]6)[CH2:40][C@@H:39]5[CH3:48])=[CH:34][N:33]=4)[C:28](=[O:49])[N:27]([CH3:50])[CH:26]=3)[C:22]=1[CH2:23][OH:24])[N:9]=[CH:8]2)([CH3:3])([CH3:2])[CH3:4]. The yield is 0.187. (3) The reactants are [CH2:1]([C:5]1[C:9]([CH2:10][O:11][C:12]2[CH:20]=[CH:19][C:15]([C:16]([OH:18])=O)=[CH:14][N:13]=2)=[C:8]([CH3:21])[O:7][N:6]=1)[CH2:2][CH2:3][CH3:4].[CH3:22][C:23]1([NH2:26])[CH2:25][CH2:24]1. No catalyst specified. The product is [CH2:1]([C:5]1[C:9]([CH2:10][O:11][C:12]2[CH:20]=[CH:19][C:15]([C:16]([NH:26][C:23]3([CH3:22])[CH2:25][CH2:24]3)=[O:18])=[CH:14][N:13]=2)=[C:8]([CH3:21])[O:7][N:6]=1)[CH2:2][CH2:3][CH3:4]. The yield is 0.700.